Dataset: Forward reaction prediction with 1.9M reactions from USPTO patents (1976-2016). Task: Predict the product of the given reaction. The product is: [C:1]([O:4][C:5]1[CH:10]=[CH:9][C:8]([NH:11][C:12](=[O:14])[CH3:13])=[C:7]([NH:15][CH2:17][C:18]2[CH:23]=[CH:22][C:21]([O:24][CH2:25][CH2:26][CH2:27][CH2:28][CH3:29])=[CH:20][C:19]=2[Cl:30])[CH:6]=1)(=[O:3])[CH3:2]. Given the reactants [C:1]([O:4][C:5]1[CH:10]=[CH:9][C:8]([NH:11][C:12](=[O:14])[CH3:13])=[C:7]([NH2:15])[CH:6]=1)(=[O:3])[CH3:2].Br[CH2:17][C:18]1[CH:23]=[CH:22][C:21]([O:24][CH2:25][CH2:26][CH2:27][CH2:28][CH3:29])=[CH:20][C:19]=1[Cl:30].C(=O)([O-])[O-].[K+].[K+], predict the reaction product.